From a dataset of CYP3A4 inhibition data for predicting drug metabolism from PubChem BioAssay. Regression/Classification. Given a drug SMILES string, predict its absorption, distribution, metabolism, or excretion properties. Task type varies by dataset: regression for continuous measurements (e.g., permeability, clearance, half-life) or binary classification for categorical outcomes (e.g., BBB penetration, CYP inhibition). Dataset: cyp3a4_veith. (1) The compound is CN(C)S(=O)(=O)Nc1ccccn1. The result is 0 (non-inhibitor). (2) The molecule is CCC(=O)NC(NC(=O)CC)C(Cl)Cl. The result is 0 (non-inhibitor).